This data is from Catalyst prediction with 721,799 reactions and 888 catalyst types from USPTO. The task is: Predict which catalyst facilitates the given reaction. (1) Reactant: [Cl:1][C:2]1[C:7]([S:8]([NH2:11])(=[O:10])=[O:9])=[C:6]([OH:12])[C:5]([NH:13][C:14]2[C:17](=[O:18])[C:16](=[O:19])[C:15]=2Cl)=[CH:4][CH:3]=1.[CH3:21][O:22][C:23]1[CH:29]=[CH:28][CH:27]=[CH:26][C:24]=1[NH2:25]. Product: [CH3:21][O:22][C:23]1[CH:29]=[CH:28][CH:27]=[CH:26][C:24]=1[NH:25][C:15]1[C:16](=[O:19])[C:17](=[O:18])[C:14]=1[NH:13][C:5]1[C:6]([OH:12])=[C:7]([S:8]([NH2:11])(=[O:10])=[O:9])[C:2]([Cl:1])=[CH:3][CH:4]=1. The catalyst class is: 16. (2) Reactant: [CH3:1][O:2][C:3]1[CH:4]=[C:5]2[C:10](=O)[NH:9][C:7](=O)[C:6]2=[CH:12][CH:13]=1.B.CO.Cl. Product: [CH3:1][O:2][C:3]1[CH:4]=[C:5]2[C:6](=[CH:12][CH:13]=1)[CH2:7][NH:9][CH2:10]2. The catalyst class is: 7. (3) Reactant: COC1C=CC(C[N:8](CC2C=CC(OC)=CC=2)[C:9]2[CH:14]=[C:13]([C:15]3[C:16]([NH:32][C:33]4[CH:34]=[N:35][C:36]([O:39][CH3:40])=[CH:37][CH:38]=4)=[N:17][CH:18]=[C:19]([CH2:21][N:22]4[CH2:27][CH2:26][N:25]([S:28]([CH3:31])(=[O:30])=[O:29])[CH2:24][CH2:23]4)[CH:20]=3)[N:12]=[C:11]([CH3:41])[N:10]=2)=CC=1.FC(F)(F)S(O)(=O)=O. Product: [CH3:40][O:39][C:36]1[N:35]=[CH:34][C:33]([NH:32][C:16]2[C:15]([C:13]3[N:12]=[C:11]([CH3:41])[N:10]=[C:9]([NH2:8])[CH:14]=3)=[CH:20][C:19]([CH2:21][N:22]3[CH2:27][CH2:26][N:25]([S:28]([CH3:31])(=[O:30])=[O:29])[CH2:24][CH2:23]3)=[CH:18][N:17]=2)=[CH:38][CH:37]=1. The catalyst class is: 67. (4) Reactant: C(OC([N:8]1[CH2:11][CH:10]([CH2:12][O:13][C:14]2[CH:19]=[CH:18][CH:17]=[CH:16][CH:15]=2)[CH2:9]1)=O)(C)(C)C. Product: [O:13]([CH2:12][CH:10]1[CH2:9][NH:8][CH2:11]1)[C:14]1[CH:19]=[CH:18][CH:17]=[CH:16][CH:15]=1. The catalyst class is: 330. (5) Reactant: [F:1][C:2]1[CH:3]=[C:4]([CH2:9][C:10]([O:12][CH3:13])=[O:11])[CH:5]=[CH:6][C:7]=1[OH:8].C([O-])([O-])=O.[K+].[K+].[Cl:20][C:21]1[CH:41]=[CH:40][C:24]([CH2:25][CH2:26][NH:27][C:28](=[O:39])[C:29]2[CH:34]=[CH:33][C:32](Cl)=[C:31]([N+:36]([O-:38])=[O:37])[CH:30]=2)=[CH:23][CH:22]=1. Product: [Cl:20][C:21]1[CH:22]=[CH:23][C:24]([CH2:25][CH2:26][NH:27][C:28]([C:29]2[CH:34]=[CH:33][C:32]([O:8][C:7]3[CH:6]=[CH:5][C:4]([CH2:9][C:10]([O:12][CH3:13])=[O:11])=[CH:3][C:2]=3[F:1])=[C:31]([N+:36]([O-:38])=[O:37])[CH:30]=2)=[O:39])=[CH:40][CH:41]=1. The catalyst class is: 549. (6) Reactant: [CH:1]([C:3]1[CH:8]=[CH:7][CH:6]=[CH:5][C:4]=1[C:9]1[CH:14]=[CH:13][C:12]([C:15]2[C:23]3[C:22]([OH:24])=[C:21]([C:25]#[N:26])[C:20](=[O:27])[NH:19][C:18]=3[S:17][CH:16]=2)=[CH:11][CH:10]=1)=O.C(O)(=O)C.[F:32][C:33]([F:44])([F:43])[C:34]1[CH:39]=[CH:38][C:37]([CH2:40][CH2:41][NH2:42])=[CH:36][CH:35]=1.C([BH3-])#N. Product: [OH:24][C:22]1[C:23]2[C:15]([C:12]3[CH:13]=[CH:14][C:9]([C:4]4[CH:5]=[CH:6][CH:7]=[CH:8][C:3]=4[CH2:1][NH:42][CH2:41][CH2:40][C:37]4[CH:36]=[CH:35][C:34]([C:33]([F:32])([F:43])[F:44])=[CH:39][CH:38]=4)=[CH:10][CH:11]=3)=[CH:16][S:17][C:18]=2[NH:19][C:20](=[O:27])[C:21]=1[C:25]#[N:26]. The catalyst class is: 138. (7) Reactant: C[Sn](C)(C)[C:3]1[CH:4]=[CH:5][C:6]([C:9]([OH:12])([CH3:11])[CH3:10])=[N:7][CH:8]=1.Br[C:16]1[N:21]=[C:20]2[N:22]([C@H:27]3[CH2:32][CH2:31][C@H:30]([O:33][CH3:34])[CH2:29][CH2:28]3)[C:23](=[O:26])[CH2:24][NH:25][C:19]2=[N:18][CH:17]=1. Product: [OH:12][C:9]([C:6]1[N:7]=[CH:8][C:3]([C:16]2[N:21]=[C:20]3[N:22]([C@H:27]4[CH2:32][CH2:31][C@H:30]([O:33][CH3:34])[CH2:29][CH2:28]4)[C:23](=[O:26])[CH2:24][NH:25][C:19]3=[N:18][CH:17]=2)=[CH:4][CH:5]=1)([CH3:11])[CH3:10]. The catalyst class is: 9. (8) Reactant: [NH2:1][CH2:2][CH2:3][N:4]1[C:9]2[CH:10]=[C:11]([CH2:14][O:15][CH:16]3[CH:21]([C:22]4[CH:27]=[CH:26][C:25]([O:28][CH2:29][CH2:30][CH2:31][O:32][C:33]5[CH:38]=[C:37]([F:39])[CH:36]=[CH:35][C:34]=5[F:40])=[CH:24][CH:23]=4)[CH2:20][CH2:19][N:18]([C:41]([O:43][CH2:44][C:45]4[CH:50]=[CH:49][CH:48]=[CH:47][CH:46]=4)=[O:42])[CH2:17]3)[CH:12]=[CH:13][C:8]=2[O:7][CH2:6][CH2:5]1.C(N(CC)CC)C.[C:58](Cl)(=[O:60])[CH3:59]. Product: [C:58]([NH:1][CH2:2][CH2:3][N:4]1[C:9]2[CH:10]=[C:11]([CH2:14][O:15][CH:16]3[CH:21]([C:22]4[CH:27]=[CH:26][C:25]([O:28][CH2:29][CH2:30][CH2:31][O:32][C:33]5[CH:38]=[C:37]([F:39])[CH:36]=[CH:35][C:34]=5[F:40])=[CH:24][CH:23]=4)[CH2:20][CH2:19][N:18]([C:41]([O:43][CH2:44][C:45]4[CH:46]=[CH:47][CH:48]=[CH:49][CH:50]=4)=[O:42])[CH2:17]3)[CH:12]=[CH:13][C:8]=2[O:7][CH2:6][CH2:5]1)(=[O:60])[CH3:59]. The catalyst class is: 4.